From a dataset of Reaction yield outcomes from USPTO patents with 853,638 reactions. Predict the reaction yield, written as a fraction of the theoretical maximum amount of product (1.0 means a 100% yield; for example, 0.34 means a 34% yield). (1) The reactants are [OH:1][C:2]1[CH:6]=[C:5]([CH2:7][CH2:8][C:9]([O:11][CH2:12][CH3:13])=[O:10])[N:4]([CH:14]([CH3:16])[CH3:15])[N:3]=1.C(=O)([O-])[O-].[K+].[K+].Cl.Cl[CH2:25][C:26]1[CH:35]=[CH:34][C:33]2[C:28](=[CH:29][CH:30]=[CH:31][CH:32]=2)[N:27]=1.CN(C)C=O. The catalyst is O. The product is [CH:14]([N:4]1[C:5]([CH2:7][CH2:8][C:9]([O:11][CH2:12][CH3:13])=[O:10])=[CH:6][C:2]([O:1][CH2:25][C:26]2[CH:35]=[CH:34][C:33]3[C:28](=[CH:29][CH:30]=[CH:31][CH:32]=3)[N:27]=2)=[N:3]1)([CH3:15])[CH3:16]. The yield is 0.690. (2) The reactants are Cl[C:2]1[C:11]2[C:6](=[CH:7][C:8]([O:14][CH2:15][CH2:16][CH2:17][N:18]([CH3:23])[S:19]([CH3:22])(=[O:21])=[O:20])=[C:9]([O:12][CH3:13])[CH:10]=2)[N:5]=[CH:4][N:3]=1.C(=O)([O-])[O-].[K+].[K+].[OH:30][C:31]1[CH:32]=[C:33]2[C:37](=[CH:38][CH:39]=1)[NH:36][CH:35]=[CH:34]2. The catalyst is CN(C=O)C. The product is [NH:36]1[C:37]2[C:33](=[CH:32][C:31]([O:30][C:2]3[C:11]4[C:6](=[CH:7][C:8]([O:14][CH2:15][CH2:16][CH2:17][N:18]([CH3:23])[S:19]([CH3:22])(=[O:21])=[O:20])=[C:9]([O:12][CH3:13])[CH:10]=4)[N:5]=[CH:4][N:3]=3)=[CH:39][CH:38]=2)[CH:34]=[CH:35]1. The yield is 0.170. (3) The reactants are [Cl:1][CH:2]([Cl:11])[C:3](=O)[CH2:4][C:5](=O)[CH:6]([Cl:8])[Cl:7].Cl.[NH:13]([CH2:15][C:16]([O:18][CH2:19][CH3:20])=[O:17])[NH2:14]. The catalyst is C(O)C. The product is [Cl:1][CH:2]([Cl:11])[C:3]1[CH:4]=[C:5]([CH:6]([Cl:8])[Cl:7])[N:13]([CH2:15][C:16]([O:18][CH2:19][CH3:20])=[O:17])[N:14]=1. The yield is 0.500. (4) The reactants are O=[C:2]1[C:11]2[C:6](=[CH:7][C:8]([O:12][C:13]3[CH:18]=[CH:17][CH:16]=[CH:15][CH:14]=3)=[CH:9][CH:10]=2)[N:5]=[C:4]([N:19]2[CH:23]=[C:22]([C:24]([O:26][CH2:27][CH3:28])=[O:25])[CH:21]=[N:20]2)[NH:3]1.O=P(Cl)(Cl)[Cl:31]. No catalyst specified. The product is [Cl:31][C:2]1[C:11]2[C:6](=[CH:7][C:8]([O:12][C:13]3[CH:18]=[CH:17][CH:16]=[CH:15][CH:14]=3)=[CH:9][CH:10]=2)[N:5]=[C:4]([N:19]2[CH:23]=[C:22]([C:24]([O:26][CH2:27][CH3:28])=[O:25])[CH:21]=[N:20]2)[N:3]=1. The yield is 0.770. (5) The reactants are [N+:1]([C:4]1[CH:21]=[CH:20][C:7]([O:8][C:9]2[CH:14]=[CH:13][N:12]=[C:11]([NH:15][CH2:16][CH2:17][CH2:18][OH:19])[N:10]=2)=[CH:6][CH:5]=1)([O-])=O. The catalyst is C1COCC1.CO.[Pd]. The product is [NH2:1][C:4]1[CH:21]=[CH:20][C:7]([O:8][C:9]2[CH:14]=[CH:13][N:12]=[C:11]([NH:15][CH2:16][CH2:17][CH2:18][OH:19])[N:10]=2)=[CH:6][CH:5]=1. The yield is 0.740. (6) The reactants are [C:1]([C:3]1[CH:4]=[C:5]([NH:9][C:10](=[O:34])[NH:11][C:12]2[CH:17]=[CH:16][C:15]([S:18]([NH:21][CH:22]([C:24]3[CH:29]=[CH:28][C:27]([S:30](=[O:33])(=[O:32])[NH2:31])=[CH:26][CH:25]=3)[CH3:23])(=[O:20])=[O:19])=[CH:14][CH:13]=2)[CH:6]=[CH:7][CH:8]=1)#[N:2].[CH2:35]([N:39]1[CH2:44][CH2:43][NH:42][CH2:41][CH2:40]1)[CH2:36][CH2:37][CH3:38]. No catalyst specified. The product is [CH2:35]([N:39]1[CH2:44][CH2:43][N:42]([C:1](=[NH:2])[C:3]2[CH:4]=[C:5]([NH:9][C:10](=[O:34])[NH:11][C:12]3[CH:17]=[CH:16][C:15]([S:18]([NH:21][CH:22]([C:24]4[CH:29]=[CH:28][C:27]([S:30](=[O:32])(=[O:33])[NH2:31])=[CH:26][CH:25]=4)[CH3:23])(=[O:20])=[O:19])=[CH:14][CH:13]=3)[CH:6]=[CH:7][CH:8]=2)[CH2:41][CH2:40]1)[CH2:36][CH2:37][CH3:38]. The yield is 0.0800. (7) The yield is 0.990. The catalyst is CO.[Pd]. The product is [CH3:13][O:12][C:9]1[CH:8]=[CH:7][C:6]([CH2:5][CH2:4][C:3]([O:2][CH3:1])=[O:14])=[CH:11][CH:10]=1. The reactants are [CH3:1][O:2][C:3](=[O:14])[CH:4]=[CH:5][C:6]1[CH:11]=[CH:10][C:9]([O:12][CH3:13])=[CH:8][CH:7]=1.